This data is from hERG Central: cardiac toxicity at 1µM, 10µM, and general inhibition. The task is: Predict hERG channel inhibition at various concentrations. (1) The compound is COc1ccccc1C1(O)CCN(CC(=O)Nc2nc(-c3ccccc3)cs2)CC1. Results: hERG_inhib (hERG inhibition (general)): blocker. (2) Results: hERG_inhib (hERG inhibition (general)): blocker. The drug is CCC1CCc2sc(C(=O)NCC(c3ccccc3OC)N3CCCC3)cc2C1.